Task: Predict the product of the given reaction.. Dataset: Forward reaction prediction with 1.9M reactions from USPTO patents (1976-2016) (1) Given the reactants [CH:1]1([CH2:4][O:5][C:6]2[CH:11]=[CH:10][C:9]([CH:12]([F:14])[F:13])=[CH:8][C:7]=2[C:15]2[C:16]3[NH:23][C:22]([CH3:24])=[C:21]([C:25]([OH:27])=O)[C:17]=3[N:18]=[CH:19][N:20]=2)[CH2:3][CH2:2]1.Cl.[N:29]([C@@H:32]1[CH2:36][C@@H:35]([NH2:37])[C@H:34]([F:38])[CH2:33]1)=[N+:30]=[N-:31], predict the reaction product. The product is: [N:29]([C@@H:32]1[CH2:36][C@@H:35]([NH:37][C:25]([C:21]2[C:17]3[N:18]=[CH:19][N:20]=[C:15]([C:7]4[CH:8]=[C:9]([CH:12]([F:14])[F:13])[CH:10]=[CH:11][C:6]=4[O:5][CH2:4][CH:1]4[CH2:2][CH2:3]4)[C:16]=3[NH:23][C:22]=2[CH3:24])=[O:27])[C@H:34]([F:38])[CH2:33]1)=[N+:30]=[N-:31]. (2) The product is: [Cl:17][C:14]1[CH:15]=[CH:16][C:11]([N:10]2[C:8](=[O:9])[C:3]3[N:4]=[CH:5][N:6]([CH3:7])[C:2]=3[N:1]=[C:22]2[CH2:21][C@@H:20]([CH3:25])[C:19]([F:27])([F:26])[F:18])=[CH:12][CH:13]=1. Given the reactants [NH2:1][C:2]1[N:6]([CH3:7])[CH:5]=[N:4][C:3]=1[C:8]([NH:10][C:11]1[CH:16]=[CH:15][C:14]([Cl:17])=[CH:13][CH:12]=1)=[O:9].[F:18][C:19]([F:27])([F:26])[C@H:20]([CH3:25])[CH2:21][C:22](O)=O, predict the reaction product. (3) Given the reactants [OH:1][C:2]1[CH:6]=[C:5]([C:7]([OH:9])=O)[O:4][N:3]=1.CN(C(ON1N=NC2C=CC=NC1=2)=[N+](C)C)C.F[P-](F)(F)(F)(F)F.CCN(C(C)C)C(C)C.C([O:45][C:46](=[O:61])[C@@:47]([OH:60])([CH3:59])[CH2:48][N:49]([CH2:51][C:52]1[CH:57]=[CH:56][C:55](Br)=[CH:54][CH:53]=1)[NH2:50])C.[Cl:62][C:63]1[CH:64]=[CH:65][C:66]([F:72])=[C:67](B(O)O)[CH:68]=1.C([O-])([O-])=O.[K+].[K+].CCO.[Li+].[OH-], predict the reaction product. The product is: [Cl:62][C:63]1[CH:68]=[CH:67][C:66]([F:72])=[C:65]([C:55]2[CH:54]=[CH:53][C:52]([CH2:51][N:49]([CH2:48][C@:47]([OH:60])([CH3:59])[C:46]([OH:45])=[O:61])[NH:50][C:7]([C:5]3[O:4][N:3]=[C:2]([OH:1])[CH:6]=3)=[O:9])=[CH:57][CH:56]=2)[CH:64]=1. (4) Given the reactants [NH2:1][C:2]1[CH:12]=[CH:11][C:5]2[N:6]=[C:7]([C:9]#[N:10])[S:8][C:4]=2[C:3]=1[C:13]#[N:14].CO[CH:17](OC)[N:18]([CH3:20])[CH3:19], predict the reaction product. The product is: [C:9]([C:7]1[S:8][C:4]2[C:3]([C:13]#[N:14])=[C:2](/[N:1]=[CH:17]/[N:18]([CH3:20])[CH3:19])[CH:12]=[CH:11][C:5]=2[N:6]=1)#[N:10]. (5) Given the reactants [CH:1]1([C:4]2[NH:8][N:7]=[C:6]([NH:9][C:10]3[C:15]([I:16])=[CH:14][N:13]=[C:12]([C:17]4[CH:22]=[CH:21][CH:20]=[CH:19][CH:18]=4)[N:11]=3)[CH:5]=2)[CH2:3][CH2:2]1.[CH3:23][C:24](OC(C)=O)=[O:25], predict the reaction product. The product is: [CH:1]1([C:4]2[N:8]([C:24](=[O:25])[CH3:23])[N:7]=[C:6]([NH:9][C:10]3[C:15]([I:16])=[CH:14][N:13]=[C:12]([C:17]4[CH:22]=[CH:21][CH:20]=[CH:19][CH:18]=4)[N:11]=3)[CH:5]=2)[CH2:3][CH2:2]1. (6) Given the reactants Br[C:2]1[CH:3]=[C:4]([CH:21]=[CH:22][CH:23]=1)[CH2:5][N:6]1[CH:14]=[N:13][C:12]2[C:7]1=[N:8][C:9]([O:16][CH2:17][CH2:18][O:19][CH3:20])=[N:10][C:11]=2[NH2:15].[CH2:24]([O:26][P:27]([O-:31])[O:28][CH2:29][CH3:30])[CH3:25].C(N(CC)CC)C.C(Cl)Cl, predict the reaction product. The product is: [NH2:15][C:11]1[N:10]=[C:9]([O:16][CH2:17][CH2:18][O:19][CH3:20])[N:8]=[C:7]2[C:12]=1[N:13]=[CH:14][N:6]2[CH2:5][C:4]1[CH:3]=[C:2]([P:27](=[O:31])([O:28][CH2:29][CH3:30])[O:26][CH2:24][CH3:25])[CH:23]=[CH:22][CH:21]=1.